This data is from CYP2C19 inhibition data for predicting drug metabolism from PubChem BioAssay. The task is: Regression/Classification. Given a drug SMILES string, predict its absorption, distribution, metabolism, or excretion properties. Task type varies by dataset: regression for continuous measurements (e.g., permeability, clearance, half-life) or binary classification for categorical outcomes (e.g., BBB penetration, CYP inhibition). Dataset: cyp2c19_veith. (1) The drug is N#Cc1cccc(-c2nc(Nc3ccccc3)c3ccccc3n2)c1. The result is 0 (non-inhibitor). (2) The molecule is Fc1cc(Br)ccc1NC(=S)NCCc1ccccc1. The result is 1 (inhibitor). (3) The compound is CCOC(=O)[C@]1(CC(=O)O)CCCC1=O. The result is 0 (non-inhibitor). (4) The drug is O=c1cnc2cnc(Nc3ccccc3)nc2n1Cc1cccs1. The result is 0 (non-inhibitor). (5) The drug is CCOC(=O)c1cnn(-c2ccccc2)c1-n1cccc1C(=O)C(=O)Nc1ccccc1C(F)(F)F. The result is 1 (inhibitor). (6) The molecule is CCc1ccccc1N1C(=O)c2cccc3c(N4CCOCC4)c([N+](=O)[O-])cc(c23)C1=O. The result is 1 (inhibitor). (7) The molecule is CCOC(=O)c1c(NC(=O)c2c(Br)cnn2C)c(C#N)nn1-c1ccccc1. The result is 1 (inhibitor). (8) The compound is C[C@H]1CS(=O)(=O)CCN1/N=C\c1ccc([N+](=O)[O-])o1. The result is 0 (non-inhibitor). (9) The drug is CCO.Cn1c2c(c(=O)n(C)c1=O)C1(C(=O)Nc3ccccc31)C(C#N)=C(N)O2. The result is 1 (inhibitor). (10) The compound is CC1(C)[C@@H]2CC[C@@]1(CS(=O)(=O)Nc1ccccc1)C(=O)C2. The result is 1 (inhibitor).